Dataset: Forward reaction prediction with 1.9M reactions from USPTO patents (1976-2016). Task: Predict the product of the given reaction. (1) Given the reactants [Cl:1][C:2]1[CH:26]=[CH:25][C:24]([Cl:27])=[CH:23][C:3]=1[O:4][C:5]1[CH:10]=[CH:9][N:8]=[CH:7][C:6]=1[C:11](N1C2C(=CC=CC=2)CCC1)=[O:12].[CH:28]1([N:31]2[C:40]3[C:35](=[CH:36][CH:37]=[CH:38][CH:39]=3)[NH:34][CH2:33][CH2:32]2)[CH2:30][CH2:29]1, predict the reaction product. The product is: [CH:28]1([N:31]2[C:40]3[C:35](=[CH:36][CH:37]=[CH:38][CH:39]=3)[N:34]([C:11]([C:6]3[CH:7]=[N:8][CH:9]=[CH:10][C:5]=3[O:4][C:3]3[CH:23]=[C:24]([Cl:27])[CH:25]=[CH:26][C:2]=3[Cl:1])=[O:12])[CH2:33][CH2:32]2)[CH2:30][CH2:29]1. (2) Given the reactants Cl[C:2]1[N:7]=[C:6]([N:8]2[CH2:13][CH2:12][O:11][CH2:10][CH2:9]2)[N:5]=[C:4]([N:14]2[CH2:19][CH2:18][O:17][CH2:16][CH2:15]2)[N:3]=1.CC1(C)C(C)(C)OB([C:28]2[C:29]([C:35]([F:38])([F:37])[F:36])=[CH:30][C:31]([NH2:34])=[N:32][CH:33]=2)O1, predict the reaction product. The product is: [O:17]1[CH2:18][CH2:19][N:14]([C:4]2[N:5]=[C:6]([N:8]3[CH2:13][CH2:12][O:11][CH2:10][CH2:9]3)[N:7]=[C:2]([C:28]3[C:29]([C:35]([F:38])([F:37])[F:36])=[CH:30][C:31]([NH2:34])=[N:32][CH:33]=3)[N:3]=2)[CH2:15][CH2:16]1. (3) The product is: [CH3:25][C:24]([CH3:27])([CH3:26])[C:28]#[C:29][C:2]1[CH:7]=[CH:6][C:5](/[CH:8]=[CH:9]/[S:10]([NH:13][C:14]2[CH:19]=[CH:18][CH:17]=[CH:16][C:15]=2[S:20]([NH2:23])(=[O:22])=[O:21])(=[O:12])=[O:11])=[CH:4][CH:3]=1. Given the reactants Br[C:2]1[CH:7]=[CH:6][C:5](/[CH:8]=[CH:9]/[S:10]([NH:13][C:14]2[CH:19]=[CH:18][CH:17]=[CH:16][C:15]=2[S:20]([NH2:23])(=[O:22])=[O:21])(=[O:12])=[O:11])=[CH:4][CH:3]=1.[C:24]([C:28]#[C:29]B(OC(C)C)OC(C)C)([CH3:27])([CH3:26])[CH3:25].C(=O)([O-])[O-].[Na+].[Na+].O, predict the reaction product. (4) Given the reactants [CH:1]1[C:13]2[N:12]([CH:14]3[C:23]4[C:18](=[CH:19][CH:20]=[CH:21][CH:22]=4)[N:17]([C:24](=[O:35])[C:25]4[CH:30]=[CH:29][C:28]([O:31][CH3:32])=[C:27]([O:33][CH3:34])[CH:26]=4)[CH:16]([CH2:36][CH2:37][CH2:38][CH2:39][C:40](O)=[O:41])[CH2:15]3)[C:11]3[C:6](=[CH:7][CH:8]=[CH:9][CH:10]=3)[C:5]=2[CH:4]=[CH:3][CH:2]=1.ON1C(=O)CCC1=O.CCN=C=NCCCN(C)C.[BH4-].[Na+].C(O)(=O)CC(CC(O)=O)(C(O)=O)O, predict the reaction product. The product is: [CH:1]1[C:13]2[N:12]([CH:14]3[C:23]4[C:18](=[CH:19][CH:20]=[CH:21][CH:22]=4)[N:17]([C:24](=[O:35])[C:25]4[CH:30]=[CH:29][C:28]([O:31][CH3:32])=[C:27]([O:33][CH3:34])[CH:26]=4)[CH:16]([CH2:36][CH2:37][CH2:38][CH2:39][CH2:40][OH:41])[CH2:15]3)[C:11]3[C:6](=[CH:7][CH:8]=[CH:9][CH:10]=3)[C:5]=2[CH:4]=[CH:3][CH:2]=1. (5) Given the reactants [NH2:1][C:2]1[N:6]([CH2:7][CH2:8][OH:9])[N:5]=[C:4]([CH2:10][CH3:11])[C:3]=1[CH2:12][C:13]1[CH:18]=[C:17]([Cl:19])[CH:16]=[C:15]([Cl:20])[CH:14]=1.N1C=CN=C1.[C:26]([Si:30]([CH3:33])([CH3:32])Cl)([CH3:29])([CH3:28])[CH3:27], predict the reaction product. The product is: [Si:30]([O:9][CH2:8][CH2:7][N:6]1[C:2]([NH2:1])=[C:3]([CH2:12][C:13]2[CH:14]=[C:15]([Cl:20])[CH:16]=[C:17]([Cl:19])[CH:18]=2)[C:4]([CH2:10][CH3:11])=[N:5]1)([C:26]([CH3:29])([CH3:28])[CH3:27])([CH3:33])[CH3:32]. (6) The product is: [NH2:1][C:2]1[N:10]=[CH:9][N:8]=[C:7]2[C:3]=1[N:4]=[CH:5][N:6]2[C@@H:11]1[C@@H:15]([OH:16])[C@H:14]([CH2:17][O:18][CH2:19][C:20]2[CH:21]=[CH:22][CH:23]=[CH:24][CH:25]=2)[C@@H:13]([OH:26])[C@H:12]1[OH:36]. Given the reactants [NH2:1][C:2]1[N:10]=[CH:9][N:8]=[C:7]2[C:3]=1[N:4]=[CH:5][N:6]2[C@@H:11]1[C@@H:15]([OH:16])[C@H:14]([CH2:17][O:18][CH2:19][C:20]2[CH:25]=[CH:24][CH:23]=[CH:22][CH:21]=2)[C@@H:13]([O:26]CC2C=CC(OC)=CC=2)[C@H:12]1[OH:36].Cl, predict the reaction product. (7) Given the reactants C[O:2][C:3](=[O:22])[C:4]([NH:14][C:15]([O:17][C:18]([CH3:21])([CH3:20])[CH3:19])=[O:16])([C:8]1[CH:13]=[CH:12][CH:11]=[CH:10][CH:9]=1)[CH2:5][CH:6]=[O:7].[Li+].[OH-].Cl, predict the reaction product. The product is: [C:18]([O:17][C:15](=[O:16])[NH:14][C:4]1([C:8]2[CH:13]=[CH:12][CH:11]=[CH:10][CH:9]=2)[CH2:5][CH:6]([OH:7])[O:2][C:3]1=[O:22])([CH3:21])([CH3:20])[CH3:19]. (8) The product is: [CH2:2]([O:4][P:5]([CH:15]1[C:14]([CH3:19])([CH3:20])[CH2:13][N:12]([CH3:21])[C:11](=[O:10])[N:16]1[CH3:17])(=[O:9])[O:6][CH2:7][CH3:8])[CH3:3]. Given the reactants [P+3].[CH2:2]([O:4][P:5]([O-:9])[O:6][CH2:7][CH3:8])[CH3:3].[O:10]=[C:11]1[N:16]([CH3:17])[CH:15](O)[C:14]([CH3:20])([CH3:19])[CH2:13][N:12]1[CH3:21], predict the reaction product.